Dataset: Full USPTO retrosynthesis dataset with 1.9M reactions from patents (1976-2016). Task: Predict the reactants needed to synthesize the given product. Given the product [CH2:13]([O:15][C:16](=[O:44])[CH2:17][O:18][C:19]1[CH:24]=[CH:23][C:22]([S:25][CH2:26][CH:27]=[C:28]([C:36]2[CH:41]=[CH:40][C:39]([C:64]#[C:63][C:62]3[N:53]([CH3:54])[CH:58]=[CH:59][CH:60]=3)=[CH:38][CH:37]=2)[C:29]2[CH:34]=[CH:33][C:32]([C:8]#[C:7][C:3]3[N:2]([CH3:1])[CH:6]=[CH:5][CH:4]=3)=[CH:31][CH:30]=2)=[CH:21][C:20]=1[CH3:43])[CH3:14], predict the reactants needed to synthesize it. The reactants are: [CH3:1][N:2]1[CH:6]=[CH:5][CH:4]=[C:3]1[C:7]#[C:8][Si](C)(C)C.[CH2:13]([O:15][C:16](=[O:44])[CH2:17][O:18][C:19]1[CH:24]=[CH:23][C:22]([S:25][CH2:26][CH:27]=[C:28]([C:36]2[CH:41]=[CH:40][C:39](I)=[CH:38][CH:37]=2)[C:29]2[CH:34]=[CH:33][C:32](I)=[CH:31][CH:30]=2)=[CH:21][C:20]=1[CH3:43])[CH3:14].C(O)C.[F-].C([N+:53]([CH2:62][CH2:63][CH2:64]C)([CH2:58][CH2:59][CH2:60]C)[CH2:54]CCC)CCC.